Dataset: Full USPTO retrosynthesis dataset with 1.9M reactions from patents (1976-2016). Task: Predict the reactants needed to synthesize the given product. Given the product [NH2:28][C:27]1[N:29]=[C:30]([NH:20][CH:18]2[O:19][C@H:15]([CH2:14][O:13][P:1]([OH:4])([OH:3])=[O:2])[C@@H:16]([OH:32])[C@H:17]2[OH:31])[C:23]([NH2:22])=[C:24]([OH:25])[N:26]=1, predict the reactants needed to synthesize it. The reactants are: [P:1]([O:13][CH2:14][C@H:15]1[O:19][C@@H:18]([N:20]2[C:30]3[N:29]=[C:27]([NH2:28])[NH:26][C:24](=[O:25])[C:23]=3[N:22]=C2)[C@H:17]([OH:31])[C@@H:16]1[OH:32])([O:4]P(OP(O)(O)=O)(O)=O)(=[O:3])[OH:2].N1C=C2C(N=CN2)=NC=1.